This data is from Forward reaction prediction with 1.9M reactions from USPTO patents (1976-2016). The task is: Predict the product of the given reaction. (1) Given the reactants [S:1]1[C:5]([CH2:6][O:7][C:8]([NH:10][C@H:11]([CH2:33][C:34]2[CH:39]=[CH:38][CH:37]=[CH:36][CH:35]=2)[CH2:12][NH:13][CH2:14][C@@H:15]([NH:23][C:24]([O:26][CH2:27][C:28]2[S:32][CH:31]=[N:30][CH:29]=2)=[O:25])[CH2:16][C:17]2[CH:22]=[CH:21][CH:20]=[CH:19][CH:18]=2)=[O:9])=[CH:4][N:3]=[CH:2]1.C(N(CC)CC)C.[C:47](Cl)(=[O:54])[C:48]1[CH:53]=[CH:52][CH:51]=[CH:50][CH:49]=1.C(OCC)(=O)C, predict the reaction product. The product is: [C:47]([N:13]([CH2:14][C@H:15]([NH:23][C:24]([O:26][CH2:27][C:28]1[S:32][CH:31]=[N:30][CH:29]=1)=[O:25])[CH2:16][C:17]1[CH:18]=[CH:19][CH:20]=[CH:21][CH:22]=1)[CH2:12][C@@H:11]([NH:10][C:8]([O:7][CH2:6][C:5]1[S:1][CH:2]=[N:3][CH:4]=1)=[O:9])[CH2:33][C:34]1[CH:39]=[CH:38][CH:37]=[CH:36][CH:35]=1)(=[O:54])[C:48]1[CH:53]=[CH:52][CH:51]=[CH:50][CH:49]=1. (2) The product is: [F:20][C:2]([F:1])([F:21])[C:3]1[CH:12]=[C:11]2[C:6]([CH:7]=[CH:8][N:9]([C@@H:14]([CH2:18][CH3:19])[C:15]([NH:44][C@H:29]([C:30](=[O:43])[CH2:31][O:32][C:33]3[C:38]([F:39])=[C:37]([F:40])[CH:36]=[C:35]([F:41])[C:34]=3[F:42])[CH2:28][C:27]([OH:45])=[O:26])=[O:16])[C:10]2=[O:13])=[CH:5][CH:4]=1. Given the reactants [F:1][C:2]([F:21])([F:20])[C:3]1[CH:12]=[C:11]2[C:6]([CH:7]=[CH:8][N:9]([C@@H:14]([CH2:18][CH3:19])[C:15](O)=[O:16])[C:10]2=[O:13])=[CH:5][CH:4]=1.C([O:26][C:27](=[O:45])[CH2:28][C@H:29]([NH2:44])[CH:30]([OH:43])[CH2:31][O:32][C:33]1[C:38]([F:39])=[C:37]([F:40])[CH:36]=[C:35]([F:41])[C:34]=1[F:42])(C)(C)C, predict the reaction product. (3) The product is: [F:18][C:6]1[C:7]([N:8]2[CH2:13][CH2:12][N:11]([CH:14]3[CH2:17][O:16][CH2:15]3)[CH2:10][CH2:9]2)=[C:2]([NH2:20])[CH:3]=[N:4][CH:5]=1. Given the reactants Cl[C:2]1[CH:3]=[N:4][CH:5]=[C:6]([F:18])[C:7]=1[N:8]1[CH2:13][CH2:12][N:11]([CH:14]2[CH2:17][O:16][CH2:15]2)[CH2:10][CH2:9]1.C(=O)(OC(C)(C)C)[NH2:20].C([O-])([O-])=O.[Cs+].[Cs+].CC1(C)C2C(=C(P(C3C=CC=CC=3)C3C=CC=CC=3)C=CC=2)OC2C(P(C3C=CC=CC=3)C3C=CC=CC=3)=CC=CC1=2, predict the reaction product. (4) Given the reactants [CH2:1]([O:3][C:4]1[CH:14]=[C:13]([CH2:15][C:16]([NH:18][C@H:19]([C:24]2[CH:29]=[CH:28][CH:27]=[CH:26][C:25]=2[N:30]2[CH2:35][CH2:34][CH2:33][CH2:32][CH2:31]2)[CH2:20][CH:21]([CH3:23])[CH3:22])=[O:17])[CH:12]=[CH:11][C:5]=1[C:6]([O:8]CC)=[O:7])[CH3:2].[OH-].[Na+].Cl, predict the reaction product. The product is: [CH3:2][CH2:1][O:3][C:4]1[CH:14]=[C:13]([CH2:15][C:16]([NH:18][C@H:19]([C:24]2[CH:29]=[CH:28][CH:27]=[CH:26][C:25]=2[N:30]2[CH2:35][CH2:34][CH2:33][CH2:32][CH2:31]2)[CH2:20][CH:21]([CH3:23])[CH3:22])=[O:17])[CH:12]=[CH:11][C:5]=1[C:6]([OH:8])=[O:7]. (5) Given the reactants [N:1]([CH2:4][C@@H:5]([C:14]1[CH:23]=[CH:22][C:21]([O:24][CH2:25][C:26]2[CH:31]=[CH:30][CH:29]=[CH:28][CH:27]=2)=[C:20]2[C:15]=1C=C[C:18](=[O:32])[NH:19]2)[O:6][Si](C(C)(C)C)(C)C)=[N+:2]=[N-:3].C(OC1C=CC([C@@H](O)CBr)=CC=1NC=O)C1C=CC=CC=1, predict the reaction product. The product is: [N:1]([CH2:4][C@@H:5]([C:14]1[CH:23]=[CH:22][C:21]([O:24][CH2:25][C:26]2[CH:31]=[CH:30][CH:29]=[CH:28][CH:27]=2)=[C:20]([NH:19][CH:18]=[O:32])[CH:15]=1)[OH:6])=[N+:2]=[N-:3]. (6) Given the reactants [C:1]([O:5][C:6]([N:8]1[CH2:12][C@H:11]([O:13][C:14]2[C:23]3[C:18](=[CH:19][C:20]([O:24][CH3:25])=[CH:21][CH:22]=3)[N:17]=[C:16]([C:26]3[N:27]=[C:28]([NH:31][CH:32]([CH3:34])[CH3:33])[S:29][CH:30]=3)[CH:15]=2)[CH2:10][C@H:9]1[C:35](=[O:67])[NH:36][C@:37]1([C:42]([NH:44][S:45]([C:48]2[CH:53]=[CH:52][CH:51]=[CH:50][C:49]=2[NH:54][C:55](=[O:66])[CH2:56][CH2:57][CH2:58][CH2:59][CH2:60][CH2:61][C:62]([O:64]C)=[O:63])(=[O:47])=[O:46])=[O:43])[CH2:39][C@H:38]1[CH:40]=[CH2:41])=[O:7])([CH3:4])([CH3:3])[CH3:2].[Li+].[OH-], predict the reaction product. The product is: [C:1]([O:5][C:6]([N:8]1[CH2:12][C@H:11]([O:13][C:14]2[C:23]3[C:18](=[CH:19][C:20]([O:24][CH3:25])=[CH:21][CH:22]=3)[N:17]=[C:16]([C:26]3[N:27]=[C:28]([NH:31][CH:32]([CH3:33])[CH3:34])[S:29][CH:30]=3)[CH:15]=2)[CH2:10][C@H:9]1[C:35](=[O:67])[NH:36][C@:37]1([C:42]([NH:44][S:45]([C:48]2[CH:53]=[CH:52][CH:51]=[CH:50][C:49]=2[NH:54][C:55](=[O:66])[CH2:56][CH2:57][CH2:58][CH2:59][CH2:60][CH2:61][C:62]([OH:64])=[O:63])(=[O:46])=[O:47])=[O:43])[CH2:39][C@H:38]1[CH:40]=[CH2:41])=[O:7])([CH3:3])([CH3:4])[CH3:2]. (7) Given the reactants [C:1]([O:4][CH:5](P(CC)(CC)=O)[C:6]([O:8][CH3:9])=[O:7])(=[O:3])[CH3:2].[Cl-].[Li+].CN(C)C(=N)N(C)C.[CH3:26][O:27][CH2:28][N:29]1[CH:37]=[C:36]2[C:31]([C:32]([CH3:40])=[CH:33][C:34]([CH:38]=O)=[CH:35]2)=[N:30]1, predict the reaction product. The product is: [C:1]([O:4][C:5](=[CH:38][C:34]1[CH:33]=[C:32]([CH3:40])[C:31]2[C:36](=[CH:37][N:29]([CH2:28][O:27][CH3:26])[N:30]=2)[CH:35]=1)[C:6]([O:8][CH3:9])=[O:7])(=[O:3])[CH3:2]. (8) Given the reactants [Cl:1][C:2]1[N:7]=[CH:6][C:5]([CH2:8][N:9]2[C:14]3[N:15]=[CH:16][CH:17]=[CH:18][C:13]=3[C:12](=S)[C:11]([C:20]([O:22]CC)=O)=[N:10]2)=[CH:4][CH:3]=1.Cl.[CH3:26][C:27]1[C:32]([CH3:33])=[CH:31][CH:30]=[CH:29][C:28]=1[NH:34][NH2:35].C(=O)([O-])[O-].[K+].[K+], predict the reaction product. The product is: [Cl:1][C:2]1[N:7]=[CH:6][C:5]([CH2:8][N:9]2[C:14]3[N:15]=[CH:16][CH:17]=[CH:18][C:13]=3[C:12]3=[N:35][N:34]([C:28]4[CH:29]=[CH:30][CH:31]=[C:32]([CH3:33])[C:27]=4[CH3:26])[C:20](=[O:22])[C:11]3=[N:10]2)=[CH:4][CH:3]=1. (9) Given the reactants [OH:1][C:2]1[CH:3]=[C:4]2[C:9](=[CH:10][CH:11]=1)[CH2:8][CH:7]([C:12]1([CH3:18])[CH2:16][O:15][C:14](=[O:17])[NH:13]1)[CH2:6][CH2:5]2.CN(C)C=O.[Br:24]N1C(=O)CCC1=O, predict the reaction product. The product is: [Br:24][C:3]1[C:2]([OH:1])=[CH:11][CH:10]=[C:9]2[C:4]=1[CH2:5][CH2:6][C@H:7]([C@@:12]1([CH3:18])[CH2:16][O:15][C:14](=[O:17])[NH:13]1)[CH2:8]2. (10) Given the reactants C[O:2][C:3]([C:5]1[CH:10]=[C:9]([Br:11])[C:8](=[O:12])[N:7]([CH2:13][C:14]2[CH:19]=[CH:18][C:17]([O:20][CH3:21])=[CH:16][CH:15]=2)[C:6]=1[CH2:22][N:23]([CH2:34][C:35]([O:37][CH3:38])=[O:36])S(C1C=CC(C)=CC=1)(=O)=O)=O.C[O-].[Na+].Cl, predict the reaction product. The product is: [CH3:38][O:37][C:35]([C:34]1[C:3]([OH:2])=[C:5]2[C:6](=[CH:22][N:23]=1)[N:7]([CH2:13][C:14]1[CH:15]=[CH:16][C:17]([O:20][CH3:21])=[CH:18][CH:19]=1)[C:8](=[O:12])[C:9]([Br:11])=[CH:10]2)=[O:36].